The task is: Predict the reaction yield, written as a fraction of the theoretical maximum amount of product (1.0 means a 100% yield; for example, 0.34 means a 34% yield).. This data is from Reaction yield outcomes from USPTO patents with 853,638 reactions. The reactants are [N:1]([C:4]1[CH:9]=[CH:8][C:7]([N:10]2[CH2:15][CH2:14][N:13]([CH3:16])[CH2:12][CH2:11]2)=[CH:6][CH:5]=1)=[C:2]=[S:3].[N:17]#[C:18][NH2:19].CC(C)([O-])C.[K+].Br[CH2:27][C:28]([C:30]1[CH:35]=[CH:34][CH:33]=[C:32]([S:36][CH3:37])[CH:31]=1)=[O:29]. The catalyst is C(#N)C.C(O)(C)(C)C.C(OCC)(=O)C. The product is [NH2:17][C:18]1[N:19]=[C:2]([NH:1][C:4]2[CH:5]=[CH:6][C:7]([N:10]3[CH2:11][CH2:12][N:13]([CH3:16])[CH2:14][CH2:15]3)=[CH:8][CH:9]=2)[S:3][C:27]=1[C:28]([C:30]1[CH:35]=[CH:34][CH:33]=[C:32]([S:36][CH3:37])[CH:31]=1)=[O:29]. The yield is 0.500.